This data is from Catalyst prediction with 721,799 reactions and 888 catalyst types from USPTO. The task is: Predict which catalyst facilitates the given reaction. (1) Product: [CH2:16]([O:9][C:8](=[O:10])[CH2:7][C:3]1[CH:2]=[C:1]([CH2:11][C:12]([OH:14])=[O:13])[CH:6]=[CH:5][CH:4]=1)[CH3:17]. The catalyst class is: 12. Reactant: [C:1]1([CH2:11][C:12]([OH:14])=[O:13])[CH:6]=[CH:5][CH:4]=[C:3]([CH2:7][C:8]([OH:10])=[O:9])[CH:2]=1.Cl.[CH2:16](O)[CH3:17]. (2) Reactant: [CH3:1][C:2]1([CH3:5])[CH2:4][O:3]1.Cl([O-])(=O)(=O)=O.[Li+].[C:12]([O:16][C:17]([N:19]1[CH2:24][CH2:23][CH:22]([NH:25][CH2:26][C:27]2[S:31][C:30]([Cl:32])=[N:29][C:28]=2[Cl:33])[CH2:21][CH2:20]1)=[O:18])([CH3:15])([CH3:14])[CH3:13].C(=O)(O)[O-].[Na+]. Product: [C:12]([O:16][C:17]([N:19]1[CH2:24][CH2:23][CH:22]([N:25]([CH2:26][C:27]2[S:31][C:30]([Cl:32])=[N:29][C:28]=2[Cl:33])[CH2:1][C:2]([OH:3])([CH3:5])[CH3:4])[CH2:21][CH2:20]1)=[O:18])([CH3:15])([CH3:13])[CH3:14]. The catalyst class is: 10. (3) Reactant: COP([CH2:7][C:8](=[O:14])[CH2:9][C:10]([CH3:13])([CH3:12])[CH3:11])(=O)OC.[H-].[Na+].[C:17]12([CH:23]3[CH2:24][CH2:25][CH:20]1[C:21](=[O:27])[C:22]3=O)[CH2:19][CH2:18]2. Product: [CH3:11][C:10]([CH3:13])([CH3:12])[CH2:9][C:8](=[O:14])/[CH:7]=[C:22]1/[C:21](=[O:27])[CH:20]2[C:17]3([CH2:18][CH2:19]3)[CH:23]/1[CH2:24][CH2:25]2.[CH3:11][C:10]([CH3:13])([CH3:12])[CH2:9][C:8](=[O:14])/[CH:7]=[C:22]1\[C:21](=[O:27])[CH:20]2[C:17]3([CH2:18][CH2:19]3)[CH:23]\1[CH2:24][CH2:25]2. The catalyst class is: 1. (4) Reactant: [Cl-].O[NH3+:3].[C:4](=[O:7])([O-])[OH:5].[Na+].CS(C)=O.[CH2:13]([C:17]1[N:18]=[C:19]([CH3:47])[N:20]([C:39]2[CH:44]=[CH:43][C:42]([O:45][CH3:46])=[CH:41][CH:40]=2)[C:21](=[O:38])[C:22]=1[CH2:23][C:24]1[CH:29]=[CH:28][C:27]([C:30]2[C:31]([C:36]#[N:37])=[CH:32][CH:33]=[CH:34][CH:35]=2)=[CH:26][CH:25]=1)[CH2:14][CH2:15][CH3:16]. Product: [CH2:13]([C:17]1[N:18]=[C:19]([CH3:47])[N:20]([C:39]2[CH:40]=[CH:41][C:42]([O:45][CH3:46])=[CH:43][CH:44]=2)[C:21](=[O:38])[C:22]=1[CH2:23][C:24]1[CH:25]=[CH:26][C:27]([C:30]2[CH:35]=[CH:34][CH:33]=[CH:32][C:31]=2[C:36]2[NH:3][C:4](=[O:7])[O:5][N:37]=2)=[CH:28][CH:29]=1)[CH2:14][CH2:15][CH3:16]. The catalyst class is: 69. (5) Product: [Br:19][C:20]1[CH:25]=[CH:24][C:23]([S:26][C:12]2[C:11]3[C:16]4=[C:7]([C:5]5[C:4]([C:15]4=[CH:14][CH:13]=2)=[C:3]([C:17]#[N:18])[C:2](=[O:1])[N:6]=5)[CH:8]=[CH:9][CH:10]=3)=[CH:22][CH:21]=1. The catalyst class is: 10. Reactant: [O:1]=[C:2]1[N:6]=[C:5]2[C:7]3[CH:8]=[CH:9][CH:10]=[C:11]4[C:16]=3[C:15]([C:4]2=[C:3]1[C:17]#[N:18])=[CH:14][CH:13]=[CH:12]4.[Br:19][C:20]1[CH:25]=[CH:24][C:23]([SH:26])=[CH:22][CH:21]=1. (6) Reactant: [N+:1]([C:4]1[C:12]2[C:7](=[CH:8][CH:9]=[C:10]([C:13]([NH:15][NH2:16])=[O:14])[CH:11]=2)[NH:6][CH:5]=1)([O-:3])=[O:2].[CH:17]([N:20]=[C:21]=[S:22])([CH3:19])[CH3:18]. Product: [CH:17]([NH:20][C:21]([NH:16][NH:15][C:13]([C:10]1[CH:11]=[C:12]2[C:7](=[CH:8][CH:9]=1)[NH:6][CH:5]=[C:4]2[N+:1]([O-:3])=[O:2])=[O:14])=[S:22])([CH3:19])[CH3:18]. The catalyst class is: 3. (7) Reactant: [Cl:1][C:2]1[CH:10]=[C:9]2[C:5]([C:6]([C:11]3[CH2:12][CH2:13][N:14]([CH2:17][CH2:18][CH:19]4[C:27]5[C:22](=[CH:23][CH:24]=[CH:25][CH:26]=5)[NH:21][CH2:20]4)[CH2:15][CH:16]=3)=[CH:7][NH:8]2)=[CH:4][CH:3]=1.[C:28]([O-:33])(=[O:32])[C:29]([O-:31])=[O:30].[CH3:34][N:35]=[C:36]=[O:37]. Product: [C:28]([OH:33])(=[O:32])[C:29]([OH:31])=[O:30].[Cl:1][C:2]1[CH:10]=[C:9]2[C:5]([C:6]([C:11]3[CH2:12][CH2:13][N:14]([CH2:17][CH2:18][CH:19]4[C:27]5[C:22](=[CH:23][CH:24]=[CH:25][CH:26]=5)[N:21]([C:36]([NH:35][CH3:34])=[O:37])[CH2:20]4)[CH2:15][CH:16]=3)=[CH:7][NH:8]2)=[CH:4][CH:3]=1. The catalyst class is: 4. (8) Reactant: Br[C:2]1[CH:3]=[C:4]2[C:9](=[CH:10][CH:11]=1)[CH:8]=[N:7][CH:6]=[CH:5]2.[C:12]([O:17][CH2:18][CH3:19])(=[O:16])/[CH:13]=[CH:14]/[CH3:15].C1(C)C=CC=CC=1P(C1C=CC=CC=1C)C1C=CC=CC=1C.C(N(CCCC)CCCC)CCC. Product: [CH2:18]([O:17][C:12](=[O:16])[CH:13]=[C:14]([C:2]1[CH:3]=[C:4]2[C:9](=[CH:10][CH:11]=1)[CH:8]=[N:7][CH:6]=[CH:5]2)[CH3:15])[CH3:19]. The catalyst class is: 613. (9) Reactant: [F:1][C:2]([F:12])([F:11])[O:3][C:4]1[CH:5]=[C:6]([OH:10])[CH:7]=[CH:8][CH:9]=1.Cl[C:14]1[C:19]([Cl:20])=[CH:18][C:17]([N+:21]([O-:23])=[O:22])=[CH:16][N:15]=1.[H-].[Na+]. Product: [Cl:20][C:19]1[C:14]([O:10][C:6]2[CH:7]=[CH:8][CH:9]=[C:4]([O:3][C:2]([F:11])([F:12])[F:1])[CH:5]=2)=[N:15][CH:16]=[C:17]([N+:21]([O-:23])=[O:22])[CH:18]=1. The catalyst class is: 7. (10) Reactant: [OH:1][CH2:2][C:3]1[CH:12]=[C:11]2[C:6]([C:7]([C:20](O)=[O:21])=[C:8]([CH3:19])[C:9]([C:13]3[CH:18]=[CH:17][CH:16]=[CH:15][CH:14]=3)=[N:10]2)=[CH:5][CH:4]=1.C(N(CC)CC)C.CN(C(ON1N=NC2C=CC=CC1=2)=[N+](C)C)C.F[P-](F)(F)(F)(F)F.[CH:54]1([C@@H:60]([NH2:62])[CH3:61])[CH2:59][CH2:58][CH2:57][CH2:56][CH2:55]1. Product: [CH:54]1([C@@H:60]([NH:62][C:20]([C:7]2[C:6]3[C:11](=[CH:12][C:3]([CH2:2][OH:1])=[CH:4][CH:5]=3)[N:10]=[C:9]([C:13]3[CH:18]=[CH:17][CH:16]=[CH:15][CH:14]=3)[C:8]=2[CH3:19])=[O:21])[CH3:61])[CH2:59][CH2:58][CH2:57][CH2:56][CH2:55]1. The catalyst class is: 876.